From a dataset of Catalyst prediction with 721,799 reactions and 888 catalyst types from USPTO. Predict which catalyst facilitates the given reaction. (1) Reactant: [C:1]([O:5][C:6](=[O:28])[NH:7][CH2:8][CH2:9][C:10]1[CH:15]=[CH:14][CH:13]=[C:12]([CH2:16][C@H:17]([NH:19][C@@H](C2C=CC=CC=2)C)[CH3:18])[CH:11]=1)([CH3:4])([CH3:3])[CH3:2].C([O-])=O.[NH4+]. Product: [C:1]([O:5][C:6](=[O:28])[NH:7][CH2:8][CH2:9][C:10]1[CH:15]=[CH:14][CH:13]=[C:12]([CH2:16][C@H:17]([NH2:19])[CH3:18])[CH:11]=1)([CH3:2])([CH3:3])[CH3:4]. The catalyst class is: 320. (2) Reactant: Br[C:2]1[CH:7]=[CH:6][C:5]([NH:8][C:9]2[C:13]3[CH2:14][N:15]([C:18](=[O:20])[CH3:19])[CH2:16][CH2:17][C:12]=3[N:11]([CH2:21][CH:22]3[CH2:24][CH2:23]3)[N:10]=2)=[CH:4][CH:3]=1.[CH3:25][C:26]1([CH3:42])[C:30]([CH3:32])([CH3:31])[O:29][B:28]([B:28]2[O:29][C:30]([CH3:32])([CH3:31])[C:26]([CH3:42])([CH3:25])[O:27]2)[O:27]1.ClCCl.CC([O-])=O.[K+]. Product: [CH:22]1([CH2:21][N:11]2[C:12]3[CH2:17][CH2:16][N:15]([C:18](=[O:20])[CH3:19])[CH2:14][C:13]=3[C:9]([NH:8][C:5]3[CH:6]=[CH:7][C:2]([B:28]4[O:29][C:30]([CH3:32])([CH3:31])[C:26]([CH3:42])([CH3:25])[O:27]4)=[CH:3][CH:4]=3)=[N:10]2)[CH2:24][CH2:23]1. The catalyst class is: 75.